Dataset: TCR-epitope binding with 47,182 pairs between 192 epitopes and 23,139 TCRs. Task: Binary Classification. Given a T-cell receptor sequence (or CDR3 region) and an epitope sequence, predict whether binding occurs between them. (1) The epitope is NLVPMVATV. The TCR CDR3 sequence is CASSYFGGNTEAFF. Result: 1 (the TCR binds to the epitope). (2) Result: 1 (the TCR binds to the epitope). The epitope is YLNTLTLAV. The TCR CDR3 sequence is CASERWGNADTQYF. (3) The epitope is FRYMNSQGL. The TCR CDR3 sequence is CASRDRLVSYEQYF. Result: 0 (the TCR does not bind to the epitope).